From a dataset of Catalyst prediction with 721,799 reactions and 888 catalyst types from USPTO. Predict which catalyst facilitates the given reaction. Reactant: [CH2:1]([OH:8])[C:2]1[CH:7]=[CH:6][CH:5]=[CH:4][CH:3]=1.[H-].[Na+].F[C:12]1[CH:19]=[C:18]([F:20])[CH:17]=[CH:16][C:13]=1[C:14]#[N:15]. Product: [CH2:1]([O:8][C:12]1[CH:19]=[C:18]([F:20])[CH:17]=[CH:16][C:13]=1[C:14]#[N:15])[C:2]1[CH:7]=[CH:6][CH:5]=[CH:4][CH:3]=1. The catalyst class is: 11.